From a dataset of Cav3 T-type calcium channel HTS with 100,875 compounds. Binary Classification. Given a drug SMILES string, predict its activity (active/inactive) in a high-throughput screening assay against a specified biological target. The compound is S(CC(=O)Nc1c(N2CCOCC2)cccc1)c1sc(nn1)C. The result is 0 (inactive).